This data is from Forward reaction prediction with 1.9M reactions from USPTO patents (1976-2016). The task is: Predict the product of the given reaction. (1) Given the reactants C1(C(C2C=CC=CC=2)(CC=C)CN)C=CC=CC=1.C1(C=O)CCCCC1.[CH2:27]([NH:34][CH2:35][C:36]([C:46]1[CH:51]=[CH:50][CH:49]=[CH:48][CH:47]=1)([C:40]1[CH:45]=[CH:44][CH:43]=[CH:42][CH:41]=1)[CH2:37][CH:38]=[CH2:39])[C:28]1[CH:33]=[CH:32][CH:31]=[CH:30][CH:29]=1, predict the reaction product. The product is: [CH:28]1([CH2:27][NH:34][CH2:35][C:36]([C:46]2[CH:47]=[CH:48][CH:49]=[CH:50][CH:51]=2)([C:40]2[CH:45]=[CH:44][CH:43]=[CH:42][CH:41]=2)[CH2:37][CH:38]=[CH2:39])[CH2:33][CH2:32][CH2:31][CH2:30][CH2:29]1. (2) Given the reactants [C:1]([N:4]1[CH2:9][CH2:8][CH:7](C(O)=O)[CH2:6][CH2:5]1)(=[O:3])[CH3:2].[I:13]N1C(C)(C)C(=O)N(C)C1=O, predict the reaction product. The product is: [C:1]([N:4]1[CH2:9][CH2:8][CH:7]([I:13])[CH2:6][CH2:5]1)(=[O:3])[CH3:2]. (3) The product is: [CH3:1][N:2]1[CH2:14][CH2:13][C:12]2[C:11]3[C:6](=[CH:7][CH:8]=[C:9]([CH3:15])[CH:10]=3)[N:5]([CH2:18][C:19]([C:22]3[CH:23]=[N:24][CH:25]=[CH:26][CH:27]=3)([OH:20])[CH3:21])[C:4]=2[CH2:3]1. Given the reactants [CH3:1][N:2]1[CH2:14][CH2:13][C:12]2[C:11]3[C:6](=[CH:7][CH:8]=[C:9]([CH3:15])[CH:10]=3)[NH:5][C:4]=2[CH2:3]1.[H-].[Na+].[CH3:18][C:19]1([C:22]2[CH:23]=[N:24][CH:25]=[CH:26][CH:27]=2)[CH2:21][O:20]1, predict the reaction product.